The task is: Regression. Given two drug SMILES strings and cell line genomic features, predict the synergy score measuring deviation from expected non-interaction effect.. This data is from NCI-60 drug combinations with 297,098 pairs across 59 cell lines. (1) Drug 2: CCC1(CC2CC(C3=C(CCN(C2)C1)C4=CC=CC=C4N3)(C5=C(C=C6C(=C5)C78CCN9C7C(C=CC9)(C(C(C8N6C=O)(C(=O)OC)O)OC(=O)C)CC)OC)C(=O)OC)O.OS(=O)(=O)O. Drug 1: CC(CN1CC(=O)NC(=O)C1)N2CC(=O)NC(=O)C2. Cell line: SN12C. Synergy scores: CSS=25.6, Synergy_ZIP=-1.26, Synergy_Bliss=1.83, Synergy_Loewe=3.24, Synergy_HSA=3.38. (2) Drug 1: CC1=CC2C(CCC3(C2CCC3(C(=O)C)OC(=O)C)C)C4(C1=CC(=O)CC4)C. Drug 2: CC1=C(C=C(C=C1)NC(=O)C2=CC=C(C=C2)CN3CCN(CC3)C)NC4=NC=CC(=N4)C5=CN=CC=C5. Cell line: HS 578T. Synergy scores: CSS=-5.41, Synergy_ZIP=1.27, Synergy_Bliss=-1.27, Synergy_Loewe=-9.01, Synergy_HSA=-7.04. (3) Drug 1: CC1=C2C(C(=O)C3(C(CC4C(C3C(C(C2(C)C)(CC1OC(=O)C(C(C5=CC=CC=C5)NC(=O)C6=CC=CC=C6)O)O)OC(=O)C7=CC=CC=C7)(CO4)OC(=O)C)O)C)OC(=O)C. Drug 2: C(=O)(N)NO. Synergy scores: CSS=18.3, Synergy_ZIP=-0.954, Synergy_Bliss=-1.10, Synergy_Loewe=-20.9, Synergy_HSA=-0.211. Cell line: NCI-H226.